Task: Predict the reaction yield, written as a fraction of the theoretical maximum amount of product (1.0 means a 100% yield; for example, 0.34 means a 34% yield).. Dataset: Reaction yield outcomes from USPTO patents with 853,638 reactions (1) The reactants are CC([O-])(C)C.[K+].[CH3:7][N:8]1[C:16]2[C:11](=[CH:12][CH:13]=[CH:14][CH:15]=2)[CH:10]=[CH:9]1.[SiH:17]([CH2:22][CH3:23])([CH2:20][CH3:21])[CH2:18][CH3:19]. No catalyst specified. The product is [CH3:7][N:8]1[C:16]2[C:11](=[CH:12][CH:13]=[CH:14][CH:15]=2)[CH:10]=[C:9]1[Si:17]([CH2:22][CH3:23])([CH2:20][CH3:21])[CH2:18][CH3:19]. The yield is 0.780. (2) The reactants are [CH3:1][C:2]1[C:3]([N+:12]([O-:14])=[O:13])=[C:4]([CH:9]=[CH:10][CH:11]=1)[C:5](OC)=O.[CH3:15][NH:16][CH2:17][CH2:18][NH2:19]. No catalyst specified. The product is [CH3:15][N:16]1[CH2:17][CH2:18][N:19]=[C:5]1[C:4]1[CH:9]=[CH:10][CH:11]=[C:2]([CH3:1])[C:3]=1[N+:12]([O-:14])=[O:13]. The yield is 0.750. (3) The reactants are [CH:1](=O)[C:2]1[CH:7]=[CH:6][CH:5]=[C:4]([O:8][CH3:9])[CH:3]=1.C(O[C:14](=[O:18])[CH2:15][C:16]#[N:17])C.C(=O)([O-])[O-].[K+].[K+].Cl.[CH:26]1([NH:29][C:30]([NH2:32])=[NH:31])[CH2:28][CH2:27]1. The catalyst is CCO. The product is [CH:26]1([NH:29][C:30]2[N:32]=[C:14]([OH:18])[C:15]([C:16]#[N:17])=[C:1]([C:2]3[CH:7]=[CH:6][CH:5]=[C:4]([O:8][CH3:9])[CH:3]=3)[N:31]=2)[CH2:28][CH2:27]1. The yield is 0.800. (4) The reactants are C(=O)([O-])[O-].[K+].[K+].[F:7][C:8]([F:32])([F:31])[C:9]1[N:13]2[N:14]=[C:15]([N:18]3[CH2:23][CH2:22][CH:21]([C:24]4[CH:29]=[CH:28][C:27]([OH:30])=[CH:26][CH:25]=4)[CH2:20][CH2:19]3)[CH2:16][CH2:17][C:12]2=[N:11][N:10]=1.Cl[CH2:34][C:35](=[O:37])[CH3:36]. The catalyst is CC(N(C)C)=O. The product is [F:32][C:8]([F:7])([F:31])[C:9]1[N:13]2[N:14]=[C:15]([N:18]3[CH2:23][CH2:22][CH:21]([C:24]4[CH:25]=[CH:26][C:27]([O:30][CH2:34][C:35](=[O:37])[CH3:36])=[CH:28][CH:29]=4)[CH2:20][CH2:19]3)[CH2:16][CH2:17][C:12]2=[N:11][N:10]=1. The yield is 0.960. (5) The reactants are [Cl-].O[NH3+:3].[C:4](=[O:7])([O-])[OH:5].[Na+].CS(C)=O.[CH2:13]([N:20]1[C:25](=[O:26])[C:24]([CH2:27][C:28]2[CH:33]=[CH:32][C:31]([C:34]3[C:35]([C:40]#[N:41])=[CH:36][CH:37]=[CH:38][CH:39]=3)=[CH:30][CH:29]=2)=[C:23]([CH2:42][CH2:43][CH2:44][CH3:45])[N:22]=[C:21]1[CH3:46])[C:14]1[CH:19]=[CH:18][CH:17]=[CH:16][CH:15]=1. The catalyst is C(OCC)(=O)C. The product is [CH2:13]([N:20]1[C:25](=[O:26])[C:24]([CH2:27][C:28]2[CH:33]=[CH:32][C:31]([C:34]3[CH:39]=[CH:38][CH:37]=[CH:36][C:35]=3[C:40]3[NH:3][C:4](=[O:7])[O:5][N:41]=3)=[CH:30][CH:29]=2)=[C:23]([CH2:42][CH2:43][CH2:44][CH3:45])[N:22]=[C:21]1[CH3:46])[C:14]1[CH:15]=[CH:16][CH:17]=[CH:18][CH:19]=1. The yield is 0.490. (6) The reactants are [OH:1][C:2]1[CH:14]=[CH:13][C:12]2[C:11]3[C:6](=[CH:7][C:8]([OH:15])=[CH:9][CH:10]=3)[C:5](=[O:16])[C:4]=2[CH:3]=1.[C:17]([N:24]1[CH2:28][CH2:27][CH2:26][C@@H:25]1[CH2:29]O)([O:19][C:20]([CH3:23])([CH3:22])[CH3:21])=[O:18].[C:48]1(P([C:44]2[CH:49]=[CH:48][CH:47]=[CH:46]C=2)[C:48]2[CH:49]=[CH:44]C=[CH:46][CH:47]=2)[CH:49]=[CH:44]C=[CH:46][CH:47]=1.[CH3:50][C:51]([O:54][C:55](/[N:57]=[N:57]/[C:55]([O:54][C:51]([CH3:53])([CH3:52])[CH3:50])=[O:56])=[O:56])([CH3:53])[CH3:52]. The catalyst is C1COCC1. The product is [C:55]([N:57]1[CH2:46][CH2:47][CH2:48][C@@H:49]1[CH2:44][O:1][C:2]1[CH:14]=[CH:13][C:12]2[C:11]3[C:6](=[CH:7][C:8]([O:15][CH2:29][C@H:25]4[CH2:26][CH2:27][CH2:28][N:24]4[C:17]([O:19][C:20]([CH3:21])([CH3:22])[CH3:23])=[O:18])=[CH:9][CH:10]=3)[C:5](=[O:16])[C:4]=2[CH:3]=1)([O:54][C:51]([CH3:53])([CH3:52])[CH3:50])=[O:56]. The yield is 0.540. (7) The reactants are B(Cl)(Cl)Cl.C([NH:9][S:10]([C:13]1[CH:18]=[CH:17][CH:16]=[C:15]([C:19]2[N:24]=[C:23]([NH:25][C:26]3[NH:30][N:29]=[C:28]([CH:31]4[CH2:33][CH2:32]4)[CH:27]=3)[C:22]([C:34]#[CH:35])=[CH:21][N:20]=2)[CH:14]=1)(=[O:12])=[O:11])(C)(C)C. The catalyst is C(Cl)Cl. The product is [CH:31]1([C:28]2[NH:29][N:30]=[C:26]([NH:25][C:23]3[C:22]([C:34]#[CH:35])=[CH:21][N:20]=[C:19]([C:15]4[CH:14]=[C:13]([S:10]([NH2:9])(=[O:11])=[O:12])[CH:18]=[CH:17][CH:16]=4)[N:24]=3)[CH:27]=2)[CH2:33][CH2:32]1. The yield is 0.570.